The task is: Regression. Given a peptide amino acid sequence and an MHC pseudo amino acid sequence, predict their binding affinity value. This is MHC class I binding data.. This data is from Peptide-MHC class I binding affinity with 185,985 pairs from IEDB/IMGT. (1) The peptide sequence is IRKPKHLYV. The MHC is HLA-A03:01 with pseudo-sequence HLA-A03:01. The binding affinity (normalized) is 0.0847. (2) The peptide sequence is QTVKPGNFNK. The MHC is HLA-A33:01 with pseudo-sequence HLA-A33:01. The binding affinity (normalized) is 0.144.